This data is from Catalyst prediction with 721,799 reactions and 888 catalyst types from USPTO. The task is: Predict which catalyst facilitates the given reaction. (1) Reactant: [NH2:1][C:2](=[O:42])[CH2:3][C:4]1[CH:41]=[CH:40][CH:39]=[CH:38][C:5]=1[CH2:6][CH2:7][C:8]1[C:13]([C:14]([F:17])([F:16])[F:15])=[CH:12][N:11]=[C:10]([NH:18][C:19]2[CH:24]=[CH:23][C:22]([N:25]3[CH2:30][CH2:29][N:28](C(OC(C)(C)C)=O)[CH2:27][CH2:26]3)=[CH:21][CH:20]=2)[N:9]=1.FC(F)(F)C(O)=O. Product: [N:25]1([C:22]2[CH:23]=[CH:24][C:19]([NH:18][C:10]3[N:9]=[C:8]([CH2:7][CH2:6][C:5]4[CH:38]=[CH:39][CH:40]=[CH:41][C:4]=4[CH2:3][C:2]([NH2:1])=[O:42])[C:13]([C:14]([F:16])([F:15])[F:17])=[CH:12][N:11]=3)=[CH:20][CH:21]=2)[CH2:30][CH2:29][NH:28][CH2:27][CH2:26]1. The catalyst class is: 2. (2) Reactant: [CH2:1]([NH2:9])[CH2:2][C:3]1[CH:8]=[CH:7][CH:6]=[CH:5][CH:4]=1.Br[CH:11]([Cl:14])[CH2:12][CH3:13].C([O-])(O)=O.[Na+]. Product: [Cl:14][CH2:11][CH2:12][CH2:13][NH:9][CH2:1][CH2:2][C:3]1[CH:8]=[CH:7][CH:6]=[CH:5][CH:4]=1. The catalyst class is: 10. (3) Reactant: F[C:2]1[C:7]([C:8]([F:11])([F:10])[F:9])=[CH:6][CH:5]=[CH:4][C:3]=1[C:12]([C:14]1[CH:19]=[CH:18][C:17]([F:20])=[CH:16][CH:15]=1)=O.O.[NH2:22][NH2:23].CCOC(C)=O.Cl. Product: [F:20][C:17]1[CH:18]=[CH:19][C:14]([C:12]2[C:3]3[C:2](=[C:7]([C:8]([F:11])([F:10])[F:9])[CH:6]=[CH:5][CH:4]=3)[NH:23][N:22]=2)=[CH:15][CH:16]=1. The catalyst class is: 537. (4) Reactant: [CH3:1][N:2]1[C:7]2=[CH:8][S:9][C:10](C)=[C:6]2[C:5](=[O:12])[N:4]([CH3:13])[C:3]1=[O:14].[F:15][C:16]1[CH:21]=[CH:20][C:19]([C:22]2[N:23]=[C:24]([NH2:27])[S:25][CH:26]=2)=[CH:18][C:17]=1[C:28]([F:31])([F:30])[F:29].CCN=C=NC[CH2:38][CH2:39]N(C)C.Cl.C1C=CC2N([OH:53])N=NC=2C=1. Product: [CH3:1][N:2]1[C:10]2[S:9][CH:8]=[C:7]([CH2:38][C:39]([NH:27][C:24]3[S:25][CH:26]=[C:22]([C:19]4[CH:20]=[CH:21][C:16]([F:15])=[C:17]([C:28]([F:29])([F:31])[F:30])[CH:18]=4)[N:23]=3)=[O:53])[C:6]=2[C:5](=[O:12])[N:4]([CH3:13])[C:3]1=[O:14]. The catalyst class is: 864. (5) Reactant: [OH:1][C@H:2]1[CH2:6][CH2:5][NH:4][CH2:3]1.C(N(CC)CC)C.Br[CH:15]([C:22]1[CH:27]=[CH:26][CH:25]=[CH:24][CH:23]=1)[C:16]1[CH:21]=[CH:20][CH:19]=[CH:18][CH:17]=1. Product: [C:16]1([CH:15]([C:22]2[CH:23]=[CH:24][CH:25]=[CH:26][CH:27]=2)[N:4]2[CH2:5][CH2:6][C@H:2]([OH:1])[CH2:3]2)[CH:21]=[CH:20][CH:19]=[CH:18][CH:17]=1. The catalyst class is: 10. (6) Reactant: Br[CH2:2][C:3]1[C:8]([Br:9])=[CH:7][CH:6]=[CH:5][C:4]=1[N:10]1[C:14](=[O:15])[N:13]([CH3:16])[N:12]=[N:11]1.C[O-].[Na+].O.[C:21](=O)(O)[O-:22].[Na+]. Product: [CH3:21][O:22][CH2:2][C:3]1[C:8]([Br:9])=[CH:7][CH:6]=[CH:5][C:4]=1[N:10]1[C:14](=[O:15])[N:13]([CH3:16])[N:12]=[N:11]1. The catalyst class is: 7.